From a dataset of Peptide-MHC class I binding affinity with 185,985 pairs from IEDB/IMGT. Regression. Given a peptide amino acid sequence and an MHC pseudo amino acid sequence, predict their binding affinity value. This is MHC class I binding data. (1) The MHC is HLA-A31:01 with pseudo-sequence HLA-A31:01. The binding affinity (normalized) is 0.199. The peptide sequence is FLLNISYLCH. (2) The peptide sequence is RRDYRRGL. The MHC is HLA-A23:01 with pseudo-sequence HLA-A23:01. The binding affinity (normalized) is 0.175. (3) The peptide sequence is YLLANNPPP. The MHC is H-2-Db with pseudo-sequence H-2-Db. The binding affinity (normalized) is 0.137. (4) The peptide sequence is KLKNKHEAMI. The MHC is HLA-A02:02 with pseudo-sequence HLA-A02:02. The binding affinity (normalized) is 0.531. (5) The peptide sequence is REVFYFGKF. The MHC is HLA-B18:01 with pseudo-sequence HLA-B18:01. The binding affinity (normalized) is 0.381. (6) The binding affinity (normalized) is 0.936. The peptide sequence is HTAAPWGSY. The MHC is HLA-A26:01 with pseudo-sequence HLA-A26:01. (7) The peptide sequence is RLARAIIEL. The MHC is HLA-A69:01 with pseudo-sequence HLA-A69:01. The binding affinity (normalized) is 0.238. (8) The peptide sequence is GLAMGIMML. The MHC is HLA-A02:01 with pseudo-sequence HLA-A02:01. The binding affinity (normalized) is 0.598. (9) The peptide sequence is EIRHRSGIQ. The MHC is HLA-A02:06 with pseudo-sequence HLA-A02:06. The binding affinity (normalized) is 0.0847. (10) The peptide sequence is AEALGPFQS. The MHC is HLA-B45:01 with pseudo-sequence HLA-B45:01. The binding affinity (normalized) is 0.548.